From a dataset of Catalyst prediction with 721,799 reactions and 888 catalyst types from USPTO. Predict which catalyst facilitates the given reaction. Reactant: [CH3:1][O:2][C:3]1[CH:11]=[C:10]2[C:6]([CH2:7][N:8]([C:13]3[CH:18]=[CH:17][C:16]([CH:19]([CH3:23])[C:20](O)=[O:21])=[CH:15][CH:14]=3)[C:9]2=[O:12])=[CH:5][CH:4]=1.B.O1CCCC1. Product: [OH:21][CH2:20][CH:19]([C:16]1[CH:15]=[CH:14][C:13]([N:8]2[CH2:7][C:6]3[C:10](=[CH:11][C:3]([O:2][CH3:1])=[CH:4][CH:5]=3)[C:9]2=[O:12])=[CH:18][CH:17]=1)[CH3:23]. The catalyst class is: 253.